This data is from Reaction yield outcomes from USPTO patents with 853,638 reactions. The task is: Predict the reaction yield, written as a fraction of the theoretical maximum amount of product (1.0 means a 100% yield; for example, 0.34 means a 34% yield). (1) The reactants are [CH2:1](I)[CH2:2][CH3:3].[Br:5][C:6]1[CH:11]=[CH:10][C:9]([CH2:12][C@H:13]([OH:18])[C:14]([O:16][CH3:17])=[O:15])=[CH:8][CH:7]=1. The catalyst is C(OCC)C.[Ag]=O. The product is [Br:5][C:6]1[CH:7]=[CH:8][C:9]([CH2:12][C@H:13]([O:18][CH2:1][CH2:2][CH3:3])[C:14]([O:16][CH3:17])=[O:15])=[CH:10][CH:11]=1. The yield is 0.830. (2) The reactants are Br[C:2]1[C:7]([O:8][CH3:9])=[CH:6][C:5]([Br:10])=[CH:4][N:3]=1.P([O-])([O-])([O-])=O.[K+].[K+].[K+].[C:19]1([CH3:25])C=CC=C[CH:20]=1.O. The catalyst is CCOC(C)=O.[Na+].[Cl-]. The product is [Br:10][C:5]1[CH:6]=[C:7]([O:8][CH3:9])[C:2]([CH:25]2[CH2:19][CH2:20]2)=[N:3][CH:4]=1. The yield is 0.700. (3) The yield is 0.840. The product is [CH2:13]([C:17]1[N:18]=[C:19]([CH3:48])[N:20]([CH2:39][C:40]2[CH:45]=[CH:44][CH:43]=[C:42]([F:46])[C:41]=2[F:47])[C:21](=[O:38])[C:22]=1[CH2:23][C:24]1[CH:25]=[CH:26][C:27]([C:30]2[CH:35]=[CH:34][CH:33]=[CH:32][C:31]=2[C:36]2[NH:3][C:4](=[O:7])[O:5][N:37]=2)=[CH:28][CH:29]=1)[CH2:14][CH2:15][CH3:16]. The reactants are [Cl-].O[NH3+:3].[C:4](=[O:7])([O-])[OH:5].[Na+].CS(C)=O.[CH2:13]([C:17]1[N:18]=[C:19]([CH3:48])[N:20]([CH2:39][C:40]2[CH:45]=[CH:44][CH:43]=[C:42]([F:46])[C:41]=2[F:47])[C:21](=[O:38])[C:22]=1[CH2:23][C:24]1[CH:29]=[CH:28][C:27]([C:30]2[C:31]([C:36]#[N:37])=[CH:32][CH:33]=[CH:34][CH:35]=2)=[CH:26][CH:25]=1)[CH2:14][CH2:15][CH3:16]. The catalyst is C(OCC)(=O)C. (4) The reactants are [C:1]([C:5]1[C:10]([N+:11]([O-])=O)=[CH:9][C:8]([OH:14])=[C:7]([Cl:15])[CH:6]=1)([CH3:4])([CH3:3])[CH3:2]. The catalyst is CO.[Ni]. The product is [C:1]([C:5]1[C:10]([NH2:11])=[CH:9][C:8]([OH:14])=[C:7]([Cl:15])[CH:6]=1)([CH3:4])([CH3:2])[CH3:3]. The yield is 0.780. (5) The reactants are Br[CH2:2][C:3]([C:5]1[CH:10]=[CH:9][C:8]([OH:11])=[CH:7][C:6]=1[CH3:12])=O.[CH:13]([O-:15])=O.[NH4+:16].[OH-].[Na+]. The catalyst is C(O)=O. The product is [CH3:12][C:6]1[CH:7]=[C:8]([OH:11])[CH:9]=[CH:10][C:5]=1[C:3]1[N:16]=[CH:13][O:15][CH:2]=1. The yield is 0.130. (6) The reactants are [C:1]1([S:7]([C:10]2[CH:20]=[CH:19][C:13]3[NH:14][C:15](=[O:18])[CH2:16][O:17][C:12]=3[CH:11]=2)(=[O:9])=[O:8])[CH:6]=[CH:5][CH:4]=[CH:3][CH:2]=1.Cl.Cl[CH2:23][CH2:24][N:25]([CH3:27])[CH3:26].C(=O)([O-])[O-].[K+].[K+].O. The catalyst is C(OCC)(=O)C. The product is [C:1]1([S:7]([C:10]2[CH:20]=[CH:19][C:13]3[N:14]([CH2:23][CH2:24][N:25]([CH3:27])[CH3:26])[C:15](=[O:18])[CH2:16][O:17][C:12]=3[CH:11]=2)(=[O:9])=[O:8])[CH:2]=[CH:3][CH:4]=[CH:5][CH:6]=1. The yield is 0.500. (7) The reactants are [C@H:1]12[CH2:7][C@H:4]([NH:5][CH2:6]1)[CH2:3][N:2]2[C:8]([O:10][C:11]([CH3:14])([CH3:13])[CH3:12])=[O:9].[F:15][C:16]1[CH:21]=[CH:20][C:19](I)=[CH:18][N:17]=1.COC1C=CC2C(=CC=CC=2)C=1C1C2C(=CC=CC=2)C=CC=1P(C1C=CC=CC=1)C1C=CC=CC=1.CC(C)([O-])C.[Na+]. The catalyst is C1(C)C=CC=CC=1.C1C=CC(/C=C/C(/C=C/C2C=CC=CC=2)=O)=CC=1.C1C=CC(/C=C/C(/C=C/C2C=CC=CC=2)=O)=CC=1.C1C=CC(/C=C/C(/C=C/C2C=CC=CC=2)=O)=CC=1.[Pd].[Pd].C(OCC)C. The product is [F:15][C:16]1[N:17]=[CH:18][C:19]([N:5]2[CH2:6][C@@H:1]3[CH2:7][C@H:4]2[CH2:3][N:2]3[C:8]([O:10][C:11]([CH3:14])([CH3:13])[CH3:12])=[O:9])=[CH:20][CH:21]=1. The yield is 0.210. (8) The reactants are [CH3:1][N:2]1[CH2:7][CH2:6][CH:5]([C:8]2[CH:17]=[CH:16][C:11]([C:12]([O:14]C)=O)=[CH:10][CH:9]=2)[CH2:4][CH2:3]1.[CH3:18][O:19][C:20]1[CH:21]=[C:22]([CH2:28][O:29][C:30]2[CH:31]=[C:32]([NH2:35])[NH:33][N:34]=2)[CH:23]=[C:24]([O:26][CH3:27])[CH:25]=1.C[Al](C)C.C1(C)C=CC=CC=1. No catalyst specified. The product is [CH3:27][O:26][C:24]1[CH:23]=[C:22]([CH2:28][O:29][C:30]2[CH:31]=[C:32]([NH:35][C:12](=[O:14])[C:11]3[CH:10]=[CH:9][C:8]([CH:5]4[CH2:4][CH2:3][N:2]([CH3:1])[CH2:7][CH2:6]4)=[CH:17][CH:16]=3)[NH:33][N:34]=2)[CH:21]=[C:20]([O:19][CH3:18])[CH:25]=1. The yield is 0.465. (9) The reactants are C([O:8][C:9]1[CH:10]=[CH:11][C:12]2[C:13]3[N:14]([CH2:30][CH2:31][N:32]=3)[C:15]([NH:21][C:22](=[O:29])[C:23]3[CH:28]=[CH:27][CH:26]=[N:25][CH:24]=3)=[N:16][C:17]=2[C:18]=1[O:19][CH3:20])C1C=CC=CC=1.C(O)(C(F)(F)F)=O. The catalyst is CO. The product is [OH:8][C:9]1[CH:10]=[CH:11][C:12]2[C:13]3[N:14]([CH2:30][CH2:31][N:32]=3)[C:15]([NH:21][C:22](=[O:29])[C:23]3[CH:28]=[CH:27][CH:26]=[N:25][CH:24]=3)=[N:16][C:17]=2[C:18]=1[O:19][CH3:20]. The yield is 0.660.